Dataset: Forward reaction prediction with 1.9M reactions from USPTO patents (1976-2016). Task: Predict the product of the given reaction. (1) Given the reactants Br[C:2]1[C:3]([O:12][CH3:13])=[C:4]2[C:8]([N:9](Br)[CH:10]=1)=[N:7][CH:6]=[CH:5]2.NN, predict the reaction product. The product is: [CH3:13][O:12][C:3]1[CH:2]=[CH:10][N:9]=[C:8]2[C:4]=1[CH:5]=[CH:6][NH:7]2. (2) Given the reactants CS(O[CH2:6][C:7]1[C:12]([C:13]([F:16])([F:15])[F:14])=[CH:11][C:10]([C:17](=[O:32])[NH:18][CH2:19][C:20]2[CH:25]=[C:24]([Cl:26])[CH:23]=[CH:22][C:21]=2[S:27]([CH2:30][CH3:31])(=[O:29])=[O:28])=[CH:9][C:8]=1[Cl:33])(=O)=O.[NH:34]1[CH2:39][CH2:38][CH2:37][C@H:36]([O:40][CH2:41][CH2:42][NH:43][C:44](=[O:53])[O:45][CH2:46][C:47]2[CH:52]=[CH:51][CH:50]=[CH:49][CH:48]=2)[CH2:35]1, predict the reaction product. The product is: [Cl:33][C:8]1[CH:9]=[C:10]([C:17](=[O:32])[NH:18][CH2:19][C:20]2[CH:25]=[C:24]([Cl:26])[CH:23]=[CH:22][C:21]=2[S:27]([CH2:30][CH3:31])(=[O:29])=[O:28])[CH:11]=[C:12]([C:13]([F:15])([F:16])[F:14])[C:7]=1[CH2:6][N:34]1[CH2:39][CH2:38][CH2:37][C@H:36]([O:40][CH2:41][CH2:42][NH:43][C:44](=[O:53])[O:45][CH2:46][C:47]2[CH:52]=[CH:51][CH:50]=[CH:49][CH:48]=2)[CH2:35]1. (3) Given the reactants [CH3:1][C:2]1[CH:3]=[C:4]([C:8]([C:10]2[CH:15]=[CH:14][CH:13]=[CH:12][CH:11]=2)=O)[O:5][C:6]=1[CH3:7].C([O-])(=O)C.[NH4+:20], predict the reaction product. The product is: [CH3:1][C:2]1[CH:3]=[C:4]([OH:5])[C:8]([C:10]2[CH:15]=[CH:14][CH:13]=[CH:12][CH:11]=2)=[N:20][C:6]=1[CH3:7]. (4) Given the reactants [Cl:1][C:2]1[CH:3]=[C:4]([NH2:9])[CH:5]=[C:6]([NH2:8])[CH:7]=1.C(Cl)CCl.C1C=CC2N([OH:23])N=NC=2C=1.[CH3:24][CH2:25][N:26]([CH:30](C)C)[CH:27](C)C, predict the reaction product. The product is: [NH2:8][C:6]1[CH:5]=[C:4]([NH:9][C:24](=[O:23])[CH2:25][N:26]([CH3:30])[CH3:27])[CH:3]=[C:2]([Cl:1])[CH:7]=1. (5) Given the reactants NC(N)=S.[CH3:5][N:6]([CH3:19])[S:7]([C:10]1[C:15]([Cl:16])=[CH:14][CH:13]=[C:12]([NH2:17])[C:11]=1[OH:18])(=[O:9])=[O:8].[F:20][C:21]1[C:26]([Cl:27])=[CH:25][CH:24]=[CH:23][C:22]=1[N:28]=[C:29]=[S:30], predict the reaction product. The product is: [Cl:16][C:15]1[CH:14]=[CH:13][C:12]([NH:17][C:29]([NH:28][C:22]2[CH:23]=[CH:24][CH:25]=[C:26]([Cl:27])[C:21]=2[F:20])=[S:30])=[C:11]([OH:18])[C:10]=1[S:7]([N:6]([CH3:19])[CH3:5])(=[O:9])=[O:8]. (6) Given the reactants [CH2:1]([O:3][C:4](=[O:17])[C:5]([C:8]1[CH:13]=[CH:12][C:11]([O:14][CH3:15])=[C:10](Br)[CH:9]=1)([CH3:7])[CH3:6])[CH3:2].CC1(C)C(C)(C)OB([C:26]2[CH:33]=[CH:32][C:31]([C:34]([F:37])([F:36])[F:35])=[CH:30][C:27]=2[CH:28]=[O:29])O1, predict the reaction product. The product is: [CH2:1]([O:3][C:4](=[O:17])[C:5]([C:8]1[CH:9]=[C:10]([C:26]2[CH:33]=[CH:32][C:31]([C:34]([F:37])([F:36])[F:35])=[CH:30][C:27]=2[CH:28]=[O:29])[C:11]([O:14][CH3:15])=[CH:12][CH:13]=1)([CH3:7])[CH3:6])[CH3:2].